From a dataset of Peptide-MHC class I binding affinity with 185,985 pairs from IEDB/IMGT. Regression. Given a peptide amino acid sequence and an MHC pseudo amino acid sequence, predict their binding affinity value. This is MHC class I binding data. (1) The peptide sequence is AASCGGAVF. The MHC is Patr-A0301 with pseudo-sequence Patr-A0301. The binding affinity (normalized) is 0. (2) The peptide sequence is NLLDSYFVV. The MHC is HLA-A68:02 with pseudo-sequence HLA-A68:02. The binding affinity (normalized) is 0.537. (3) The peptide sequence is WVGRASDPD. The MHC is HLA-A01:01 with pseudo-sequence HLA-A01:01. The binding affinity (normalized) is 0.0847. (4) The peptide sequence is YLFYGRRRV. The MHC is HLA-A68:02 with pseudo-sequence HLA-A68:02. The binding affinity (normalized) is 0.551.